Dataset: Full USPTO retrosynthesis dataset with 1.9M reactions from patents (1976-2016). Task: Predict the reactants needed to synthesize the given product. (1) Given the product [Si:19]([O:36][CH2:37][CH2:38][C@@H:39]([CH3:42])[CH2:40][N:43]([C:44]([O:46][C:47]([CH3:48])([CH3:49])[CH3:50])=[O:45])[C:51]([O:53][C:54]([CH3:57])([CH3:56])[CH3:55])=[O:52])([C:32]([CH3:33])([CH3:34])[CH3:35])([C:26]1[CH:27]=[CH:28][CH:29]=[CH:30][CH:31]=1)[C:20]1[CH:25]=[CH:24][CH:23]=[CH:22][CH:21]=1, predict the reactants needed to synthesize it. The reactants are: N(C(N1CCCCC1)=O)=NC(N1CCCCC1)=O.[Si:19]([O:36][CH2:37][CH2:38][C@@H:39]([CH3:42])[CH2:40]O)([C:32]([CH3:35])([CH3:34])[CH3:33])([C:26]1[CH:31]=[CH:30][CH:29]=[CH:28][CH:27]=1)[C:20]1[CH:25]=[CH:24][CH:23]=[CH:22][CH:21]=1.[NH:43]([C:51]([O:53][C:54]([CH3:57])([CH3:56])[CH3:55])=[O:52])[C:44]([O:46][C:47]([CH3:50])([CH3:49])[CH3:48])=[O:45].C(P(CCCC)CCCC)CCC. (2) Given the product [Br:1][C:2]1[CH:11]=[CH:10][C:9]([Cl:12])=[CH:8][C:3]=1[CH2:4][OH:5], predict the reactants needed to synthesize it. The reactants are: [Br:1][C:2]1[CH:11]=[CH:10][C:9]([Cl:12])=[CH:8][C:3]=1[C:4](OC)=[O:5].[H-].[H-].[H-].[H-].[Li+].[Al+3]. (3) Given the product [CH2:32]([O:31][C:29]([NH:1][C:2]1[C:10]2[NH:9][C:8]3[CH2:11][CH2:12][N:13]([C:15]([O:17][C:18]([CH3:21])([CH3:20])[CH3:19])=[O:16])[CH2:14][C:7]=3[C:6]=2[CH:5]=[CH:4][CH:3]=1)=[O:30])[CH3:33], predict the reactants needed to synthesize it. The reactants are: [NH2:1][C:2]1[C:10]2[NH:9][C:8]3[CH2:11][CH2:12][N:13]([C:15]([O:17][C:18]([CH3:21])([CH3:20])[CH3:19])=[O:16])[CH2:14][C:7]=3[C:6]=2[CH:5]=[CH:4][CH:3]=1.C([O-])([O-])=O.[K+].[K+].Cl[C:29]([O:31][CH2:32][CH3:33])=[O:30]. (4) The reactants are: [Cl:1][C:2]1[CH:7]=[C:6](I)[CH:5]=[C:4]([Cl:9])[N:3]=1.[F:10][C:11]([F:18])([F:17])[C:12](B(O)O)=[CH2:13].C(=O)([O-])[O-].[K+].[K+]. Given the product [Cl:1][C:2]1[CH:7]=[C:6]([C:12]([C:11]([F:18])([F:17])[F:10])=[CH2:13])[CH:5]=[C:4]([Cl:9])[N:3]=1, predict the reactants needed to synthesize it.